Dataset: Forward reaction prediction with 1.9M reactions from USPTO patents (1976-2016). Task: Predict the product of the given reaction. (1) Given the reactants [CH3:1][N:2]1[C:10]2[C:5](=[CH:6][CH:7]=[CH:8][CH:9]=2)[C:4]([C:11]2[C:12](=[O:26])O[C:14](=[O:25])[C:15]=2[C:16]2[CH:21]=[CH:20][CH:19]=[C:18]([N+:22]([O-:24])=[O:23])[CH:17]=2)=[CH:3]1.[NH3:27].O, predict the reaction product. The product is: [CH3:1][N:2]1[C:10]2[C:5](=[CH:6][CH:7]=[CH:8][CH:9]=2)[C:4]([C:11]2[C:12](=[O:26])[NH:27][C:14](=[O:25])[C:15]=2[C:16]2[CH:21]=[CH:20][CH:19]=[C:18]([N+:22]([O-:24])=[O:23])[CH:17]=2)=[CH:3]1. (2) Given the reactants [Cl:1][C:2]1[CH:3]=[CH:4][C:5]([F:24])=[C:6]([N:8]([CH2:20][CH:21]([CH3:23])[CH3:22])[S:9]([C:12]2[CH:17]=[CH:16][C:15]([CH:18]=[CH2:19])=[CH:14][CH:13]=2)(=[O:11])=[O:10])[CH:7]=1.ClC1C=C(C=CC=1)C(OO)=[O:30], predict the reaction product. The product is: [Cl:1][C:2]1[CH:3]=[CH:4][C:5]([F:24])=[C:6]([N:8]([CH2:20][CH:21]([CH3:22])[CH3:23])[S:9]([C:12]2[CH:17]=[CH:16][C:15]([CH:18]3[CH2:19][O:30]3)=[CH:14][CH:13]=2)(=[O:10])=[O:11])[CH:7]=1.